Dataset: Experimentally validated miRNA-target interactions with 360,000+ pairs, plus equal number of negative samples. Task: Binary Classification. Given a miRNA mature sequence and a target amino acid sequence, predict their likelihood of interaction. The miRNA is hsa-miR-4480 with sequence AGCCAAGUGGAAGUUACUUUA. The protein sequence of the target gene is MACGLALKRPLQHEYESFLTDETYNGEAKRARTQCPPFRAQMGTIAATLPSTSTFAQKFKEQEESVFQAATLMTRLSRNQLKTYLSSEVKNLRKRKAIPRSNDFDDDGDQRGDGCSSNYSKAYRAPSSPKSGSDSEGEAPSTSVTDRSSAKREFTMANVQMICERLLKQQEIRLRNEFEMVLTKKLDEQHQQYVQFAAEQLNSKCVSTGDDYSYSYLS. Result: 0 (no interaction).